From a dataset of Full USPTO retrosynthesis dataset with 1.9M reactions from patents (1976-2016). Predict the reactants needed to synthesize the given product. Given the product [Cl:12][C:13]1[N:22]=[CH:21][C:20]2[N:19]([CH2:28][C:29]([O:31][C:32]([CH3:35])([CH3:34])[CH3:33])=[O:30])[CH2:18][C@H:17]3[CH2:23][O:24][CH2:25][CH2:26][N:16]3[C:15]=2[N:14]=1, predict the reactants needed to synthesize it. The reactants are: CC(C)([O-])C.[K+].C(O)(C)(C)C.[Cl:12][C:13]1[N:22]=[CH:21][C:20]2[NH:19][CH2:18][C@H:17]3[CH2:23][O:24][CH2:25][CH2:26][N:16]3[C:15]=2[N:14]=1.Br[CH2:28][C:29]([O:31][C:32]([CH3:35])([CH3:34])[CH3:33])=[O:30].